Dataset: Full USPTO retrosynthesis dataset with 1.9M reactions from patents (1976-2016). Task: Predict the reactants needed to synthesize the given product. The reactants are: Br[CH2:2][CH2:3][CH2:4][C:5]([O:7][CH2:8][CH3:9])=[O:6].[NH:10]1[CH2:15][CH2:14][CH2:13][CH2:12][CH2:11]1. Given the product [N:10]1([CH2:2][CH2:3][CH2:4][C:5]([O:7][CH2:8][CH3:9])=[O:6])[CH2:15][CH2:14][CH2:13][CH2:12][CH2:11]1, predict the reactants needed to synthesize it.